Dataset: NCI-60 drug combinations with 297,098 pairs across 59 cell lines. Task: Regression. Given two drug SMILES strings and cell line genomic features, predict the synergy score measuring deviation from expected non-interaction effect. (1) Drug 1: CC1=C(C=C(C=C1)NC(=O)C2=CC=C(C=C2)CN3CCN(CC3)C)NC4=NC=CC(=N4)C5=CN=CC=C5. Drug 2: C1CC(=O)NC(=O)C1N2C(=O)C3=CC=CC=C3C2=O. Cell line: T-47D. Synergy scores: CSS=-3.48, Synergy_ZIP=-0.113, Synergy_Bliss=-2.99, Synergy_Loewe=-6.72, Synergy_HSA=-5.39. (2) Drug 1: C1C(C(OC1N2C=C(C(=O)NC2=O)F)CO)O. Drug 2: CNC(=O)C1=NC=CC(=C1)OC2=CC=C(C=C2)NC(=O)NC3=CC(=C(C=C3)Cl)C(F)(F)F. Cell line: OVCAR3. Synergy scores: CSS=-2.43, Synergy_ZIP=0.561, Synergy_Bliss=-0.627, Synergy_Loewe=-11.7, Synergy_HSA=-7.07. (3) Drug 1: CC1=C(C=C(C=C1)NC2=NC=CC(=N2)N(C)C3=CC4=NN(C(=C4C=C3)C)C)S(=O)(=O)N.Cl. Drug 2: CC1OCC2C(O1)C(C(C(O2)OC3C4COC(=O)C4C(C5=CC6=C(C=C35)OCO6)C7=CC(=C(C(=C7)OC)O)OC)O)O. Cell line: HOP-62. Synergy scores: CSS=53.9, Synergy_ZIP=3.94, Synergy_Bliss=5.19, Synergy_Loewe=-20.0, Synergy_HSA=6.35. (4) Drug 1: C1=CC=C(C=C1)NC(=O)CCCCCCC(=O)NO. Drug 2: CC12CCC3C(C1CCC2OP(=O)(O)O)CCC4=C3C=CC(=C4)OC(=O)N(CCCl)CCCl.[Na+]. Cell line: HCC-2998. Synergy scores: CSS=11.6, Synergy_ZIP=-4.64, Synergy_Bliss=-5.86, Synergy_Loewe=-18.0, Synergy_HSA=-3.07. (5) Drug 1: COC1=C(C=C2C(=C1)N=CN=C2NC3=CC(=C(C=C3)F)Cl)OCCCN4CCOCC4. Drug 2: C1CN(CCN1C(=O)CCBr)C(=O)CCBr. Cell line: NCIH23. Synergy scores: CSS=44.2, Synergy_ZIP=-6.06, Synergy_Bliss=2.13, Synergy_Loewe=4.80, Synergy_HSA=6.47.